From a dataset of Catalyst prediction with 721,799 reactions and 888 catalyst types from USPTO. Predict which catalyst facilitates the given reaction. (1) Reactant: O.[Sn](Cl)Cl.[Cl:5][C:6]1[CH:28]=[C:27]([F:29])[C:26]([F:30])=[CH:25][C:7]=1[C:8]([NH:10][C:11]([NH:13][C:14]1[CH:19]=[C:18]([N+:20]([O-])=O)[CH:17]=[CH:16][C:15]=1[O:23][CH3:24])=[O:12])=[O:9].CN1CCCC1=O. Product: [NH2:20][C:18]1[CH:17]=[CH:16][C:15]([O:23][CH3:24])=[C:14]([NH:13][C:11]([NH:10][C:8](=[O:9])[C:7]2[CH:25]=[C:26]([F:30])[C:27]([F:29])=[CH:28][C:6]=2[Cl:5])=[O:12])[CH:19]=1. The catalyst class is: 370. (2) Reactant: [NH2:1][C:2]1[CH:7]=[C:6]([C:8]2[C:13]([C:14]([F:17])([F:16])[F:15])=[CH:12][CH:11]=[CH:10][N:9]=2)[CH:5]=[CH:4][C:3]=1[C:18](=[O:20])[CH3:19].[N:21]([O-])=O.[Na+].C([O-])(=O)C.[Na+]. Product: [F:16][C:14]([F:17])([F:15])[C:13]1[C:8]([C:6]2[CH:7]=[C:2]3[C:3]([C:18]([OH:20])=[CH:19][N:21]=[N:1]3)=[CH:4][CH:5]=2)=[N:9][CH:10]=[CH:11][CH:12]=1. The catalyst class is: 126. (3) Reactant: Cl.O1CCOCC1.[CH3:8][C:9]1[CH:14]=[CH:13][N:12]=[CH:11][C:10]=1[N:15]1[CH2:19][CH2:18][N:17]([C:20]2[CH:21]=[N:22][N:23](C(C3C=CC=CC=3)(C3C=CC=CC=3)C3C=CC=CC=3)[CH:24]=2)[C:16]1=[O:44].CO. Product: [CH3:8][C:9]1[CH:14]=[CH:13][N:12]=[CH:11][C:10]=1[N:15]1[CH2:19][CH2:18][N:17]([C:20]2[CH:24]=[N:23][NH:22][CH:21]=2)[C:16]1=[O:44]. The catalyst class is: 258. (4) Reactant: C1COCC1.CC(O)=O.O.[C:11]([O:15][C:16]([N:18]1[C:24]2[CH:25]=[C:26]([O:31]C3C(O)=C(O)C(O)=C(O)O3)[C:27]([O:29][CH3:30])=[CH:28][C:23]=2[C:22](=[O:42])[N:21]2[CH2:43][C:44](=[CH2:46])[CH2:45][C@H:20]2[C@@H:19]1[O:47][CH:48]1[C:53]([OH:54])=[C:52]([OH:55])[C:51]([OH:56])=[C:50]([OH:57])[O:49]1)=[O:17])([CH3:14])([CH3:13])[CH3:12].C([O-])(O)=O.[Na+]. Product: [C:11]([O:15][C:16]([N:18]1[C:24]2[CH:25]=[C:26]([OH:31])[C:27]([O:29][CH3:30])=[CH:28][C:23]=2[C:22](=[O:42])[N:21]2[CH2:43][C:44](=[CH2:46])[CH2:45][C@H:20]2[C@@H:19]1[O:47][CH:48]1[C:53]([OH:54])=[C:52]([OH:55])[C:51]([OH:56])=[C:50]([OH:57])[O:49]1)=[O:17])([CH3:14])([CH3:12])[CH3:13]. The catalyst class is: 521. (5) Reactant: [Cl:1][C:2]1[C:11]([S:12](Cl)(=[O:14])=[O:13])=[CH:10][CH:9]=[CH:8][C:3]=1[C:4]([O:6][CH3:7])=[O:5].C([O-])([O-])=O.[K+].[K+].[CH2:22]([NH2:24])[CH3:23]. Product: [Cl:1][C:2]1[C:11]([S:12]([NH:24][CH2:22][CH3:23])(=[O:14])=[O:13])=[CH:10][CH:9]=[CH:8][C:3]=1[C:4]([O:6][CH3:7])=[O:5]. The catalyst class is: 48. (6) Reactant: [C:1]1([CH2:7][CH2:8][CH2:9][CH:10]([NH:20][C:21]([CH:23]2[CH2:28][CH2:27][CH2:26][N:25]([C:29]([CH:31]3[CH2:36][CH2:35][CH2:34][CH2:33][N:32]3C(OC(C)(C)C)=O)=[O:30])[CH2:24]2)=[O:22])[CH2:11][CH2:12][CH2:13][C:14]2[CH:19]=[CH:18][CH:17]=[CH:16][CH:15]=2)[CH:6]=[CH:5][CH:4]=[CH:3][CH:2]=1.FC(F)(F)C(O)=O. Product: [C:1]1([CH2:7][CH2:8][CH2:9][CH:10]([NH:20][C:21]([CH:23]2[CH2:28][CH2:27][CH2:26][N:25]([C:29]([CH:31]3[CH2:36][CH2:35][CH2:34][CH2:33][NH:32]3)=[O:30])[CH2:24]2)=[O:22])[CH2:11][CH2:12][CH2:13][C:14]2[CH:15]=[CH:16][CH:17]=[CH:18][CH:19]=2)[CH:2]=[CH:3][CH:4]=[CH:5][CH:6]=1. The catalyst class is: 2. (7) Reactant: [CH3:1][O:2][C:3]1[CH:8]=[CH:7][C:6]([SH:9])=[CH:5][CH:4]=1.[H-].[Na+].I[C:13]1[C:14](=[O:20])[NH:15][C:16]([CH3:19])=[CH:17][CH:18]=1. Product: [CH3:1][O:2][C:3]1[CH:8]=[CH:7][C:6]([S:9][C:13]2[C:14](=[O:20])[NH:15][C:16]([CH3:19])=[CH:17][CH:18]=2)=[CH:5][CH:4]=1. The catalyst class is: 122.